The task is: Predict the product of the given reaction.. This data is from Forward reaction prediction with 1.9M reactions from USPTO patents (1976-2016). (1) Given the reactants Cl[C:2]1[N:3]=[C:4]([N:13]2[CH2:18][CH2:17][O:16][CH2:15][CH2:14]2)[C:5]2[S:10][C:9](I)=[C:8]([CH3:12])[C:6]=2[N:7]=1.[CH3:19][S:20]([C:23]1[CH:24]=[C:25](B(O)O)[CH:26]=[CH:27][CH:28]=1)(=[O:22])=[O:21].CC1(C)C(C)(C)OB([C:40]2[CH:41]=[CH:42][C:43]([NH2:46])=[N:44][CH:45]=2)O1, predict the reaction product. The product is: [CH3:12][C:8]1[C:6]2[N:7]=[C:2]([C:40]3[CH:41]=[CH:42][C:43]([NH2:46])=[N:44][CH:45]=3)[N:3]=[C:4]([N:13]3[CH2:18][CH2:17][O:16][CH2:15][CH2:14]3)[C:5]=2[S:10][C:9]=1[C:27]1[CH:26]=[CH:25][CH:24]=[C:23]([S:20]([CH3:19])(=[O:22])=[O:21])[CH:28]=1. (2) Given the reactants CS(O[CH2:6][C:7]1[CH:17]=[CH:16][C:10]2[N:11]=[C:12]([S:14][CH3:15])[O:13][C:9]=2[CH:8]=1)(=O)=O.ClCC1C=CC2N=C(SC)OC=2C=1.[CH3:31][O:32][C:33]1[C:41]([O:42][CH3:43])=[CH:40][C:36]2[N:37]=[CH:38][NH:39][C:35]=2[CH:34]=1.C([O-])([O-])=O.[K+].[K+], predict the reaction product. The product is: [CH3:43][O:42][C:41]1[C:33]([O:32][CH3:31])=[CH:34][C:35]2[N:39]([CH2:6][C:7]3[CH:17]=[CH:16][C:10]4[N:11]=[C:12]([S:14][CH3:15])[O:13][C:9]=4[CH:8]=3)[CH:38]=[N:37][C:36]=2[CH:40]=1. (3) Given the reactants Br[C:2]1[NH:6][C:5]([C@@H:7]2[CH2:11][CH2:10][CH2:9][N:8]2[C:12](=[O:22])[C@@H:13]([NH:17][C:18](=[O:21])[O:19][CH3:20])[CH:14]([CH3:16])[CH3:15])=[N:4][CH:3]=1.CC1(C)C(C)(C)OB([C:31]2[CH:36]=[C:35]3[CH2:37][O:38][C:39]4[CH:63]=[C:62]5[C:42]([CH:43]=[CH:44][C:45]6[N:49]=[C:48]([CH:50]7[CH2:54][CH2:53][CH2:52][N:51]7[C:55]([O:57][C:58]([CH3:61])([CH3:60])[CH3:59])=[O:56])[NH:47][C:46]=65)=[CH:41][C:40]=4[C:34]3=[CH:33][CH:32]=2)O1.C(=O)([O-])[O-].[K+].[K+], predict the reaction product. The product is: [CH3:20][O:19][C:18]([NH:17][C@H:13]([C:12]([N:8]1[CH2:9][CH2:10][CH2:11][CH:7]1[C:5]1[NH:6][C:2]([C:31]2[CH:36]=[C:35]3[CH2:37][O:38][C:39]4[CH:63]=[C:62]5[C:42]([CH:43]=[CH:44][C:45]6[N:49]=[C:48]([CH:50]7[CH2:54][CH2:53][CH2:52][N:51]7[C:55]([O:57][C:58]([CH3:59])([CH3:60])[CH3:61])=[O:56])[NH:47][C:46]=65)=[CH:41][C:40]=4[C:34]3=[CH:33][CH:32]=2)=[CH:3][N:4]=1)=[O:22])[CH:14]([CH3:16])[CH3:15])=[O:21]. (4) Given the reactants [NH2:1][CH2:2][C:3]1[C:4]([Cl:20])=[C:5]([O:10][C:11]2[CH:12]=[C:13]([CH:16]=[C:17]([Cl:19])[CH:18]=2)[C:14]#[N:15])[C:6]([F:9])=[CH:7][CH:8]=1.[Cl:21][C:22]1[N:23]=[C:24]([CH3:30])[NH:25][C:26]=1[C:27](O)=[O:28].C(Cl)CCl.C1C=CC2N(O)N=NC=2C=1, predict the reaction product. The product is: [Cl:21][C:22]1[N:23]=[C:24]([CH3:30])[NH:25][C:26]=1[C:27]([NH:1][CH2:2][C:3]1[CH:8]=[CH:7][C:6]([F:9])=[C:5]([O:10][C:11]2[CH:12]=[C:13]([C:14]#[N:15])[CH:16]=[C:17]([Cl:19])[CH:18]=2)[C:4]=1[Cl:20])=[O:28]. (5) Given the reactants Cl.[Cl:2][C:3]1[CH:4]=[CH:5][C:6]2[N:7]([C:9]([CH2:19]Cl)=[C:10]([C:12]3[CH:17]=[CH:16][C:15]([Cl:18])=[CH:14][CH:13]=3)[N:11]=2)[CH:8]=1.[NH:21]1[CH2:24][CH2:23][C:22]1=[O:25], predict the reaction product. The product is: [Cl:2][C:3]1[CH:4]=[CH:5][C:6]2[N:7]([C:9]([CH2:19][N:21]3[CH2:24][CH2:23][C:22]3=[O:25])=[C:10]([C:12]3[CH:13]=[CH:14][C:15]([Cl:18])=[CH:16][CH:17]=3)[N:11]=2)[CH:8]=1. (6) Given the reactants [CH:1]1([N:5]2[C:13]3[C:8](=[CH:9][CH:10]=[C:11]([O:14][CH:15]([F:17])[F:16])[CH:12]=3)[C:7]([C:18]#[N:19])=[CH:6]2)[CH2:4][CH2:3][CH2:2]1.[CH2:20]([Sn:24](I)([CH2:29][CH2:30][CH2:31][CH3:32])[CH2:25][CH2:26][CH2:27][CH3:28])[CH2:21][CH2:22][CH3:23].[Li+].CC([N-]C(C)C)C, predict the reaction product. The product is: [CH:1]1([N:5]2[C:13]3[C:8](=[CH:9][CH:10]=[C:11]([O:14][CH:15]([F:16])[F:17])[CH:12]=3)[C:7]([C:18]#[N:19])=[C:6]2[Sn:24]([CH2:25][CH2:26][CH2:27][CH3:28])([CH2:29][CH2:30][CH2:31][CH3:32])[CH2:20][CH2:21][CH2:22][CH3:23])[CH2:2][CH2:3][CH2:4]1. (7) Given the reactants [CH2:1]([N:3]([C:29](=O)[C:30]1[CH:35]=[CH:34][C:33]([OH:36])=[C:32]([F:37])[CH:31]=1)[C:4]1[CH:9]=[C:8]([O:10][CH3:11])[CH:7]=[CH:6][C:5]=1[C@@H:12]1[CH2:21][CH2:20][C:19]2[CH:18]=[C:17]([O:22]C(=O)C(C)(C)C)[CH:16]=[CH:15][C:14]=2[CH2:13]1)[CH3:2].Cl[CH2:40][C:41]([N:43]([CH3:50])[CH:44]1[CH2:49][CH2:48][O:47][CH2:46][CH2:45]1)=O, predict the reaction product. The product is: [CH2:1]([N:3]([CH2:29][C:30]1[CH:35]=[CH:34][C:33]([O:36][CH2:40][CH2:41][N:43]([CH3:50])[CH:44]2[CH2:49][CH2:48][O:47][CH2:46][CH2:45]2)=[C:32]([F:37])[CH:31]=1)[C:4]1[CH:9]=[C:8]([O:10][CH3:11])[CH:7]=[CH:6][C:5]=1[C@@H:12]1[CH2:21][CH2:20][C:19]2[CH:18]=[C:17]([OH:22])[CH:16]=[CH:15][C:14]=2[CH2:13]1)[CH3:2].